From a dataset of Forward reaction prediction with 1.9M reactions from USPTO patents (1976-2016). Predict the product of the given reaction. (1) Given the reactants [Cl-].[Al+3].[Cl-].[Cl-].[NH:5]1[CH:9]=[CH:8][CH:7]=[CH:6]1.[Cl:10][C:11]1[CH:19]=[CH:18][C:17]([Cl:20])=[CH:16][C:12]=1[C:13](Cl)=[O:14].Cl, predict the reaction product. The product is: [Cl:10][C:11]1[CH:19]=[CH:18][C:17]([Cl:20])=[CH:16][C:12]=1[C:13]([C:6]1[NH:5][CH:9]=[CH:8][CH:7]=1)=[O:14]. (2) Given the reactants [C:1]1([C:7]([C:18]2C=CC=CC=2)([C:13](OCC)=[O:14])[C:8](OCC)=[O:9])[CH:6]=[CH:5][CH:4]=[CH:3][CH:2]=1.IC.[H-].[Na+].C([O-])(O)=O.[Na+].[Li].[H-], predict the reaction product. The product is: [CH3:18][C:7]([C:1]1[CH:6]=[CH:5][CH:4]=[CH:3][CH:2]=1)([CH2:13][OH:14])[CH2:8][OH:9]. (3) The product is: [NH2:1][C:4]1[CH:5]=[C:6]([C:17]2[CH:22]=[C:21]([C:23]3[CH:24]=[CH:25][CH:26]=[CH:27][CH:28]=3)[C:20]([OH:29])=[C:19]([NH2:30])[CH:18]=2)[CH:7]=[C:8]([C:11]2[CH:16]=[CH:15][CH:14]=[CH:13][CH:12]=2)[C:9]=1[OH:10]. Given the reactants [N+:1]([C:4]1[CH:5]=[C:6]([C:17]2[CH:22]=[C:21]([C:23]3[CH:28]=[CH:27][CH:26]=[CH:25][CH:24]=3)[C:20]([OH:29])=[C:19]([N+:30]([O-])=O)[CH:18]=2)[CH:7]=[C:8]([C:11]2[CH:16]=[CH:15][CH:14]=[CH:13][CH:12]=2)[C:9]=1[OH:10])([O-])=O.CO.[H][H], predict the reaction product. (4) Given the reactants [F:1][C:2]1[CH:7]=[CH:6][CH:5]=[C:4]([F:8])[C:3]=1[C:9]1[NH:10][C:11]2[CH:17]=[CH:16][CH:15]=[CH:14][C:12]=2[N:13]=1.[H-].[Na+].[C:20]1([S:26](Cl)(=[O:28])=[O:27])[CH:25]=[CH:24][CH:23]=[CH:22][CH:21]=1, predict the reaction product. The product is: [C:20]1([S:26]([N:13]2[C:12]3[CH:14]=[CH:15][CH:16]=[CH:17][C:11]=3[N:10]=[C:9]2[C:3]2[C:4]([F:8])=[CH:5][CH:6]=[CH:7][C:2]=2[F:1])(=[O:28])=[O:27])[CH:25]=[CH:24][CH:23]=[CH:22][CH:21]=1. (5) The product is: [CH:12]([C:15]1[N:19]=[C:18]([N:20]2[CH2:25][CH2:24][CH:23]([CH2:26][CH2:27][CH2:28][O:1][C:2]3[CH:3]=[CH:4][C:5]([C:8]([O:10][CH3:11])=[O:9])=[N:6][CH:7]=3)[CH2:22][CH2:21]2)[O:17][N:16]=1)([CH3:14])[CH3:13]. Given the reactants [OH:1][C:2]1[CH:3]=[CH:4][C:5]([C:8]([O:10][CH3:11])=[O:9])=[N:6][CH:7]=1.[CH:12]([C:15]1[N:19]=[C:18]([N:20]2[CH2:25][CH2:24][CH:23]([CH2:26][CH2:27][CH2:28]O)[CH2:22][CH2:21]2)[O:17][N:16]=1)([CH3:14])[CH3:13].C1(P(C2C=CC=CC=2)C2C=CC=CC=2)C=CC=CC=1.N(C(OC(C)C)=O)=NC(OC(C)C)=O, predict the reaction product.